From a dataset of Reaction yield outcomes from USPTO patents with 853,638 reactions. Predict the reaction yield, written as a fraction of the theoretical maximum amount of product (1.0 means a 100% yield; for example, 0.34 means a 34% yield). (1) The product is [Cl:11][C:12]1[N:20]=[C:19]2[C:15]([N:16]=[CH:17][NH:18]2)=[C:14]([NH:1][CH:2]2[CH2:10][C:9]3[C:4](=[CH:5][CH:6]=[CH:7][CH:8]=3)[CH2:3]2)[N:13]=1. The yield is 0.690. The catalyst is C(O)C.O. The reactants are [NH2:1][CH:2]1[CH2:10][C:9]2[C:4](=[CH:5][CH:6]=[CH:7][CH:8]=2)[CH2:3]1.[Cl:11][C:12]1[N:20]=[C:19]2[C:15]([NH:16][CH:17]=[N:18]2)=[C:14](Cl)[N:13]=1.Cl. (2) The reactants are Br[C:2]1[C:23]([O:24][CH3:25])=[CH:22][C:5]2[C:6]([CH3:21])([CH3:20])[C:7]3[NH:8][C:9]4[C:14]([C:15]=3[C:16](=[O:17])[C:4]=2[CH:3]=1)=[CH:13][CH:12]=[C:11]([C:18]#[N:19])[CH:10]=4.[CH3:26][CH:27]([C:29]1[CH:34]=C(C(C)C)C(C2C=CC=CC=2P(C2CCCCC2)C2CCCCC2)=C(C(C)C)[CH:30]=1)C.C(=O)([O-])[O-:61].[Cs+].[Cs+].CC(C)C#CO. The catalyst is C(#N)C.CC#N.CC#N.Cl[Pd]Cl.O. The product is [OH:61][C:29]([CH3:34])([CH3:30])[C:27]#[C:26][C:2]1[C:23]([O:24][CH3:25])=[CH:22][C:5]2[C:6]([CH3:21])([CH3:20])[C:7]3[NH:8][C:9]4[C:14]([C:15]=3[C:16](=[O:17])[C:4]=2[CH:3]=1)=[CH:13][CH:12]=[C:11]([C:18]#[N:19])[CH:10]=4. The yield is 0.420. (3) The reactants are [Cl:1][C:2]1[C:3]([C:22]([NH2:24])=[O:23])=[CH:4][C:5]2[N:9]=[C:8]([CH2:10][CH3:11])[N:7]([C:12]3[CH:17]=[CH:16][C:15]([CH2:18][CH2:19][OH:20])=[CH:14][CH:13]=3)[C:6]=2[CH:21]=1.[CH3:25][S:26](Cl)(=[O:28])=[O:27].O. The catalyst is ClCCl. The product is [CH3:25][S:26]([O:20][CH2:19][CH2:18][C:15]1[CH:14]=[CH:13][C:12]([N:7]2[C:6]3[CH:21]=[C:2]([Cl:1])[C:3]([C:22]([NH2:24])=[O:23])=[CH:4][C:5]=3[N:9]=[C:8]2[CH2:10][CH3:11])=[CH:17][CH:16]=1)(=[O:28])=[O:27]. The yield is 0.500. (4) The reactants are [ClH:1].[CH2:2]([C:7]1[N:8]=[C:9]([NH2:12])[NH:10][CH:11]=1)[CH2:3][CH2:4][C:5]#[CH:6].[CH2:13]([N:20]=[N+:21]=[N-:22])[C:14]1[CH:19]=[CH:18][CH:17]=[CH:16][CH:15]=1. No catalyst specified. The product is [ClH:1].[CH2:13]([N:20]1[CH:6]=[C:5]([CH2:4][CH2:3][CH2:2][C:7]2[N:8]=[C:9]([NH2:12])[NH:10][CH:11]=2)[N:22]=[N:21]1)[C:14]1[CH:19]=[CH:18][CH:17]=[CH:16][CH:15]=1. The yield is 0.530. (5) The reactants are [N+:1]([C:4]1[CH:12]=[CH:11][C:7]([C:8](O)=[O:9])=[C:6]([C:13]([F:16])([F:15])[F:14])[CH:5]=1)([O-:3])=[O:2].[CH3:17][NH:18][CH3:19].CCN(CC)CC.CN(C(ON1N=NC2C=CC=NC1=2)=[N+](C)C)C.F[P-](F)(F)(F)(F)F.C([O-])(O)=O.[Na+]. The catalyst is C(Cl)Cl. The product is [CH3:17][N:18]([CH3:19])[C:8](=[O:9])[C:7]1[CH:11]=[CH:12][C:4]([N+:1]([O-:3])=[O:2])=[CH:5][C:6]=1[C:13]([F:16])([F:15])[F:14]. The yield is 0.592. (6) The reactants are Cl[C:2]1[C:3]2[CH:10]=[C:9]([CH3:11])[NH:8][C:4]=2[N:5]=[CH:6][N:7]=1.[CH3:12][NH:13][CH:14]1[CH2:19][CH2:18][CH2:17][CH2:16][CH2:15]1. The catalyst is C(OCC)(=O)C. The product is [CH:14]1([N:13]([CH3:12])[C:2]2[C:3]3[CH:10]=[C:9]([CH3:11])[NH:8][C:4]=3[N:5]=[CH:6][N:7]=2)[CH2:19][CH2:18][CH2:17][CH2:16][CH2:15]1. The yield is 0.580.